From a dataset of Forward reaction prediction with 1.9M reactions from USPTO patents (1976-2016). Predict the product of the given reaction. (1) Given the reactants Br[C:2]1[C:3]([O:31][CH3:32])=[CH:4][C:5]2[CH2:6][CH2:7][N:8]3[CH:14]4[C:15](=[O:25])[N:16]([C:21]([CH3:24])([CH3:23])[CH3:22])[CH2:17][CH2:18][S:19][CH2:20][CH:13]4[C:12]([C:26]4[S:27][CH:28]=[CH:29][CH:30]=4)=[C:9]3[C:10]=2[CH:11]=1.[N:33]1[CH:38]=[CH:37][CH:36]=[C:35](B(O)O)[CH:34]=1.C([O-])([O-])=O.[K+].[K+].C(COC)OC, predict the reaction product. The product is: [C:21]([N:16]1[C:15](=[O:25])[CH:14]2[CH:13]([C:12]([C:26]3[S:27][CH:28]=[CH:29][CH:30]=3)=[C:9]3[C:10]4[CH:11]=[C:2]([C:35]5[CH:34]=[N:33][CH:38]=[CH:37][CH:36]=5)[C:3]([O:31][CH3:32])=[CH:4][C:5]=4[CH2:6][CH2:7][N:8]32)[CH2:20][S:19][CH2:18][CH2:17]1)([CH3:23])([CH3:22])[CH3:24]. (2) Given the reactants C(OC([CH:6]1[CH2:11][CH2:10][N:9]([CH2:12][C:13]2[CH:18]=[CH:17][C:16]([C@@H:19]3[O:28][C:23]4=[N:24][CH:25]=[CH:26][CH:27]=[C:22]4[O:21][CH2:20]3)=[CH:15][CH:14]=2)[CH2:8][CH2:7]1)=O)C.N1CCC([O:35][CH2:36][C:37]([NH2:39])=[O:38])CC1, predict the reaction product. The product is: [O:21]1[C:22]2[C:23](=[N:24][CH:25]=[CH:26][CH:27]=2)[O:28][C@@H:19]([C:16]2[CH:15]=[CH:14][C:13]([CH2:12][N:9]3[CH2:10][CH2:11][CH:6]([O:35][CH2:36][C:37]([NH2:39])=[O:38])[CH2:7][CH2:8]3)=[CH:18][CH:17]=2)[CH2:20]1. (3) Given the reactants [Cl:1][C:2]1[CH:3]=[N:4][CH:5]=[C:6]([Cl:20])[C:7]=1[S:8][C:9]1[S:13][C:12]([C:14]([OH:16])=O)=[CH:11][C:10]=1[N+:17]([O-:19])=[O:18].[CH:21]1[N:25]=[C:24]([NH2:26])[S:23][CH:22]=1, predict the reaction product. The product is: [Cl:20][C:6]1[CH:5]=[N:4][CH:3]=[C:2]([Cl:1])[C:7]=1[S:8][C:9]1[S:13][C:12]([C:14]([NH:26][C:24]2[S:23][CH:22]=[CH:21][N:25]=2)=[O:16])=[CH:11][C:10]=1[N+:17]([O-:19])=[O:18].